This data is from Catalyst prediction with 721,799 reactions and 888 catalyst types from USPTO. The task is: Predict which catalyst facilitates the given reaction. The catalyst class is: 17. Product: [CH:24]([NH:27][C:28](=[O:29])[N:21]([CH2:22][CH3:23])[CH2:20][CH2:19][CH2:18][O:17][C:5]1[CH:6]=[CH:7][C:8]2[C:9]([C:13]([F:15])([F:14])[F:16])=[N:10][O:11][C:12]=2[C:4]=1[CH2:1][CH2:2][CH3:3])([CH3:26])[CH3:25]. Reactant: [CH2:1]([C:4]1[C:12]2[O:11][N:10]=[C:9]([C:13]([F:16])([F:15])[F:14])[C:8]=2[CH:7]=[CH:6][C:5]=1[O:17][CH2:18][CH2:19][CH2:20][NH:21][CH2:22][CH3:23])[CH2:2][CH3:3].[CH:24]([N:27]=[C:28]=[O:29])([CH3:26])[CH3:25].